This data is from Full USPTO retrosynthesis dataset with 1.9M reactions from patents (1976-2016). The task is: Predict the reactants needed to synthesize the given product. (1) Given the product [C:7]1([C:11]2[CH:12]=[CH:13][CH:14]=[CH:15][CH:16]=2)[CH:8]=[CH:3][CH:4]=[C:5]([S:17]([NH2:20])(=[O:18])=[O:19])[CH:6]=1, predict the reactants needed to synthesize it. The reactants are: C([C:3]1[CH:4]=[C:5]([S:17]([NH2:20])(=[O:19])=[O:18])[CH:6]=[C:7]([C:11]2[CH:16]=[CH:15][CH:14]=[CH:13][CH:12]=2)[C:8]=1OC)=O.C1(CCC(Cl)=O)C=CC=CC=1. (2) Given the product [CH2:1]([N:3]([C:8]1[N:13]2[N:14]=[C:15]([CH2:26][OH:27])[C:16]([C:17]3[CH:22]=[CH:21][C:20]([OH:23])=[CH:19][C:18]=3[CH3:25])=[C:12]2[N:11]=[C:10]2[CH2:29][CH2:30][CH2:31][C:9]=12)[CH2:4][CH2:5][CH2:6][CH3:7])[CH3:2], predict the reactants needed to synthesize it. The reactants are: [CH2:1]([N:3]([C:8]1[N:13]2[N:14]=[C:15]([CH2:26][O:27]C)[C:16]([C:17]3[CH:22]=[CH:21][C:20]([O:23]C)=[CH:19][C:18]=3[CH3:25])=[C:12]2[N:11]=[C:10]2[CH2:29][CH2:30][CH2:31][C:9]=12)[CH2:4][CH2:5][CH2:6][CH3:7])[CH3:2].B(Br)(Br)Br.C(=O)(O)[O-].[Na+]. (3) Given the product [CH2:1]([O:3][C:4]([N:6]1[CH2:11][CH2:10][C:9]2[C:12]([C:16]#[N:17])=[C:13]([NH:15][C:23](=[O:24])[C:22]3[CH:26]=[C:27]([O:29][CH3:30])[CH:28]=[C:20]([O:19][CH3:18])[CH:21]=3)[S:14][C:8]=2[CH2:7]1)=[O:5])[CH3:2], predict the reactants needed to synthesize it. The reactants are: [CH2:1]([O:3][C:4]([N:6]1[CH2:11][CH2:10][C:9]2[C:12]([C:16]#[N:17])=[C:13]([NH2:15])[S:14][C:8]=2[CH2:7]1)=[O:5])[CH3:2].[CH3:18][O:19][C:20]1[CH:21]=[C:22]([CH:26]=[C:27]([O:29][CH3:30])[CH:28]=1)[C:23](Cl)=[O:24]. (4) Given the product [CH2:1]([N:8]1[C:13](=[O:14])[C:12]([O:15][CH3:16])=[C:11]([C:22]2[CH:23]=[CH:24][C:19]([CH3:18])=[CH:20][CH:21]=2)[CH:10]=[N:9]1)[C:2]1[CH:7]=[CH:6][CH:5]=[CH:4][CH:3]=1, predict the reactants needed to synthesize it. The reactants are: [CH2:1]([N:8]1[C:13](=[O:14])[C:12]([O:15][CH3:16])=[C:11](Cl)[CH:10]=[N:9]1)[C:2]1[CH:7]=[CH:6][CH:5]=[CH:4][CH:3]=1.[CH3:18][C:19]1[CH:24]=[CH:23][C:22](B(O)O)=[CH:21][CH:20]=1.C([O-])([O-])=O.[Na+].[Na+].